Task: Regression. Given two drug SMILES strings and cell line genomic features, predict the synergy score measuring deviation from expected non-interaction effect.. Dataset: NCI-60 drug combinations with 297,098 pairs across 59 cell lines Drug 1: CC12CCC3C(C1CCC2=O)CC(=C)C4=CC(=O)C=CC34C. Drug 2: CN1C2=C(C=C(C=C2)N(CCCl)CCCl)N=C1CCCC(=O)O.Cl. Cell line: HCT116. Synergy scores: CSS=18.8, Synergy_ZIP=-0.368, Synergy_Bliss=3.52, Synergy_Loewe=-10.8, Synergy_HSA=1.91.